This data is from Forward reaction prediction with 1.9M reactions from USPTO patents (1976-2016). The task is: Predict the product of the given reaction. (1) Given the reactants [CH3:1][C:2]([CH3:21])([S:4]([NH:6][C:7]1([C:11]2[CH:16]=[CH:15][C:14]([NH:17]C(=O)C)=[CH:13][CH:12]=2)[CH2:10][O:9][CH2:8]1)=[O:5])[CH3:3].O, predict the reaction product. The product is: [NH2:17][C:14]1[CH:13]=[CH:12][C:11]([C:7]2([NH:6][S:4]([C:2]([CH3:21])([CH3:3])[CH3:1])=[O:5])[CH2:8][O:9][CH2:10]2)=[CH:16][CH:15]=1. (2) The product is: [CH2:33]([O:32][C:29]1[CH:28]=[CH:27][CH:26]=[C:25]2[C:30]=1[CH:31]=[C:22]([CH2:21][C:6]1[C:5]3[C:10](=[CH:11][C:12]([O:13][CH3:14])=[C:3]([O:2][CH3:1])[CH:4]=3)[C:9]([CH3:15])=[N:8][C:7]=1[OH:16])[CH:23]=[N:24]2)[CH3:34]. Given the reactants [CH3:1][O:2][C:3]1[CH:4]=[C:5]2[C:10](=[CH:11][C:12]=1[O:13][CH3:14])[C:9]([CH3:15])=[N:8][C:7]([OH:16])=[CH:6]2.[OH-].[K+].Cl.Cl[CH2:21][C:22]1[CH:23]=[N:24][C:25]2[C:30]([CH:31]=1)=[C:29]([O:32][CH2:33][CH3:34])[CH:28]=[CH:27][CH:26]=2, predict the reaction product. (3) Given the reactants [H-].[Na+].[OH:3][NH:4][C:5](=[NH:7])[CH3:6].[Cl:8][C:9]1[CH:14]=[CH:13][C:12]([S:15]([N:18]2[CH:27]3[CH2:28][CH:29]([C:31](OCC)=O)[CH2:30][CH:19]2[CH2:20][C:21]2([CH2:26]3)[O:25][CH2:24][CH2:23][O:22]2)(=[O:17])=[O:16])=[CH:11][CH:10]=1, predict the reaction product. The product is: [Cl:8][C:9]1[CH:14]=[CH:13][C:12]([S:15]([N:18]2[CH:27]3[CH2:28][CH:29]([C:31]4[O:3][N:4]=[C:5]([CH3:6])[N:7]=4)[CH2:30][CH:19]2[CH2:20][C:21]2([CH2:26]3)[O:25][CH2:24][CH2:23][O:22]2)(=[O:16])=[O:17])=[CH:11][CH:10]=1. (4) Given the reactants C([NH:8][C:9]1[CH:14]=[C:13]([C:15]([F:18])([F:17])[F:16])[N:12]=[C:11]([Cl:19])[C:10]=1[N+:20]([O-:22])=[O:21])C1C=CC=CC=1.C([O-])([O-])=O.[K+].[K+], predict the reaction product. The product is: [Cl:19][C:11]1[C:10]([N+:20]([O-:22])=[O:21])=[C:9]([NH2:8])[CH:14]=[C:13]([C:15]([F:16])([F:17])[F:18])[N:12]=1. (5) The product is: [CH3:1][O:2][C:3]1([C:8]([NH:10][C:22](=[O:23])[O:24][C:25]([CH3:27])=[CH2:26])=[O:9])[CH2:7][CH2:6][CH2:5][CH2:4]1. Given the reactants [CH3:1][O:2][C:3]1([C:8]([NH2:10])=[O:9])[CH2:7][CH2:6][CH2:5][CH2:4]1.[Li+].C[Si]([N-][Si](C)(C)C)(C)C.Cl[C:22]([O:24][C:25]([CH3:27])=[CH2:26])=[O:23], predict the reaction product. (6) Given the reactants [Cl:1][C:2]1[CH:3]=[C:4]2[C:9](=[CH:10][C:11]=1[C:12]([OH:14])=O)[N:8]=[CH:7][N:6]=[C:5]2[NH:15][CH:16]([C:18]1[NH:22][C:21]2[CH:23]=[CH:24][C:25]([Cl:27])=[CH:26][C:20]=2[N:19]=1)[CH3:17].FC1C(OC(N(C)C)=[N+](C)C)=C(F)C(F)=C(F)C=1F.F[P-](F)(F)(F)(F)F.C(N(C(C)C)CC)(C)C.[CH2:63]([N:65]([CH2:74][CH3:75])[CH2:66][CH2:67][CH:68]1[CH2:73][CH2:72][CH2:71][CH2:70][NH:69]1)[CH3:64], predict the reaction product. The product is: [Cl:1][C:2]1[CH:3]=[C:4]2[C:9](=[CH:10][C:11]=1[C:12]([N:69]1[CH2:70][CH2:71][CH2:72][CH2:73][CH:68]1[CH2:67][CH2:66][N:65]([CH2:63][CH3:64])[CH2:74][CH3:75])=[O:14])[N:8]=[CH:7][N:6]=[C:5]2[NH:15][CH:16]([C:18]1[NH:22][C:21]2[CH:23]=[CH:24][C:25]([Cl:27])=[CH:26][C:20]=2[N:19]=1)[CH3:17]. (7) The product is: [Cl:20][CH2:19][C:16]1[CH:15]=[CH:14][C:13]([C:12]2[O:11][N:10]=[C:9]([CH3:21])[C:8]=2[C:6]([OH:7])=[O:5])=[CH:18][CH:17]=1. Given the reactants C([O:5][C:6]([C:8]1[C:9]([CH3:21])=[N:10][O:11][C:12]=1[C:13]1[CH:18]=[CH:17][C:16]([CH2:19][Cl:20])=[CH:15][CH:14]=1)=[O:7])(C)(C)C.FC(F)(F)C(O)=O, predict the reaction product. (8) Given the reactants C[O:2][C:3]([C:5]1[S:9][C:8]2[C:10]([Br:13])=[CH:11][S:12][C:7]=2[C:6]=1[O:14][CH2:15][C:16]([O:18]CC)=[O:17])=[O:4].[Li+].[OH-], predict the reaction product. The product is: [Br:13][C:10]1[C:8]2[S:9][C:5]([C:3]([OH:4])=[O:2])=[C:6]([O:14][CH2:15][C:16]([OH:18])=[O:17])[C:7]=2[S:12][CH:11]=1. (9) Given the reactants [CH2:1]([O:3][CH:4]([O:21][CH2:22][CH3:23])[CH2:5][CH:6]([C:10]1[CH:15]=[CH:14][CH:13]=[CH:12][C:11]=1OC(F)(F)F)[C:7](=[O:9])[CH3:8])[CH3:2].[C:24]1(CC(=O)CCC)C=CC=C[CH:25]=1, predict the reaction product. The product is: [CH2:22]([O:21][CH:4]([O:3][CH2:1][CH3:2])[CH2:5][CH:6]([C:10]1[CH:11]=[CH:12][CH:13]=[CH:14][CH:15]=1)[C:7](=[O:9])[CH2:8][CH2:24][CH3:25])[CH3:23]. (10) Given the reactants [C@H:1]12[CH2:6][C@H:5]1[CH2:4][NH:3][C@@H:2]2[CH2:7][NH:8][C:9]([C:11]1[CH:12]=[CH:13][CH:14]=[C:15]2[O:19][CH:18]=[CH:17][C:16]=12)=[O:10].[CH3:20][C:21]1[S:22][C:23]([C:29]2[CH:34]=[CH:33][C:32]([CH3:35])=[CH:31][CH:30]=2)=[C:24]([C:26](O)=[O:27])[N:25]=1, predict the reaction product. The product is: [CH3:20][C:21]1[S:22][C:23]([C:29]2[CH:34]=[CH:33][C:32]([CH3:35])=[CH:31][CH:30]=2)=[C:24]([C:26]([N:3]2[CH2:4][C@H:5]3[C@H:1]([CH2:6]3)[C@H:2]2[CH2:7][NH:8][C:9]([C:11]2[CH:12]=[CH:13][CH:14]=[C:15]3[O:19][CH:18]=[CH:17][C:16]=23)=[O:10])=[O:27])[N:25]=1.